Dataset: Reaction yield outcomes from USPTO patents with 853,638 reactions. Task: Predict the reaction yield, written as a fraction of the theoretical maximum amount of product (1.0 means a 100% yield; for example, 0.34 means a 34% yield). (1) The reactants are [F:1][C:2]1[CH:3]=[C:4]([CH:6]=[C:7](B2OC(C)(C)C(C)(C)O2)[CH:8]=1)[NH2:5].Br[C:19]1[S:20][CH:21]=[N:22][CH:23]=1.CC(C1C=C(C(C)C)C(C2C=CC=CC=2P(C2CCCCC2)C2CCCCC2)=C(C(C)C)C=1)C.C(=O)([O-])[O-].[Cs+].[Cs+]. The catalyst is C1C=CC(/C=C/C(/C=C/C2C=CC=CC=2)=O)=CC=1.C1C=CC(/C=C/C(/C=C/C2C=CC=CC=2)=O)=CC=1.C1C=CC(/C=C/C(/C=C/C2C=CC=CC=2)=O)=CC=1.[Pd].[Pd]. The product is [F:1][C:2]1[CH:3]=[C:4]([CH:6]=[C:7]([C:19]2[S:20][CH:21]=[N:22][CH:23]=2)[CH:8]=1)[NH2:5]. The yield is 0.850. (2) The reactants are [N:1]([CH:4]1[CH:9]=[C:8]([C:10]2[CH:15]=[CH:14][N:13]=[CH:12][C:11]=2[N+:16]([O-:18])=[O:17])[CH2:7][CH:6]([CH3:19])[CH:5]1[OH:20])=[N+]=[N-].CP(C)C.CCO.[CH3:28][C:29]([O:32][C:33](O[C:33]([O:32][C:29]([CH3:31])([CH3:30])[CH3:28])=[O:34])=[O:34])([CH3:31])[CH3:30]. The catalyst is N1C=CC=CC=1.[OH-].[NH4+].C(OCC)(=O)C.O. The product is [OH:20][CH:5]1[CH:4]([NH:1][C:33](=[O:34])[O:32][C:29]([CH3:31])([CH3:30])[CH3:28])[CH:9]=[C:8]([C:10]2[CH:15]=[CH:14][N:13]=[CH:12][C:11]=2[N+:16]([O-:18])=[O:17])[CH2:7][CH:6]1[CH3:19]. The yield is 0.590. (3) The reactants are Br[C:2]1[CH:3]=[C:4]2[CH2:10][C:9]3([CH:15]4[CH2:16][CH2:17][N:12]([CH2:13][CH2:14]4)[CH2:11]3)[O:8][C:5]2=[N:6][CH:7]=1.[C:18]1(C)C=CC=CC=1P(C1C=CC=CC=1C)C1C=CC=CC=1C.[Cl-].[Li+].C[Sn](C)(C)C. The catalyst is COCCOCCOC.C(Cl)(Cl)Cl.CO. The product is [CH3:18][C:2]1[CH:3]=[C:4]2[CH2:10][C:9]3([CH:15]4[CH2:16][CH2:17][N:12]([CH2:13][CH2:14]4)[CH2:11]3)[O:8][C:5]2=[N:6][CH:7]=1. The yield is 0.760. (4) The reactants are [OH:1][C:2]1[CH:3]=[C:4]([NH:8][C:9](=[O:11])[CH3:10])[CH:5]=[CH:6][CH:7]=1.C(NC1C=C(OC(=O)C)C=CC=1)=O.[CH3:25][C:26](=[CH2:30])[CH2:27][CH2:28]O.CCOC(/N=N/C(OCC)=O)=O.C1C=CC(P(C2C=CC=CC=2)C2C=CC=CC=2)=CC=1. The catalyst is C1C=CC=CC=1.O. The product is [CH3:30][C:26](=[CH2:25])[CH2:27][CH2:28][O:1][C:2]1[CH:3]=[C:4]([NH:8][C:9](=[O:11])[CH3:10])[CH:5]=[CH:6][CH:7]=1. The yield is 0.520. (5) The reactants are [I:1][C:2]1[O:3][C:4]([C:10]2[CH:15]=[CH:14][C:13]([O:16][CH3:17])=[CH:12][CH:11]=2)=[C:5]([C:7](O)=[O:8])[N:6]=1.O.OC1C2N=N[NH:25]C=2C=CC=1.N.O1CCOCC1.Cl.CN(C)CCCN=C=NCC. The catalyst is C(Cl)Cl.CN(C=O)C.CCOC(C)=O. The product is [I:1][C:2]1[O:3][C:4]([C:10]2[CH:15]=[CH:14][C:13]([O:16][CH3:17])=[CH:12][CH:11]=2)=[C:5]([C:7]([NH2:25])=[O:8])[N:6]=1. The yield is 0.700. (6) The reactants are [C:1]([O:5][C:6]([N:8]1[CH2:13][CH2:12][N:11]([C:14]2[C:15](=[O:33])[N:16]([CH2:29][CH:30]([CH3:32])[CH3:31])[N:17]=[C:18]([C:21]3[CH:26]=[CH:25][C:24](C)=[C:23]([F:28])[CH:22]=3)[C:19]=2[CH3:20])[CH2:10][CH2:9]1)=[O:7])([CH3:4])([CH3:3])[CH3:2].[F:34]C1C=C(C2C=C(COS(C)(=O)=O)C(=O)N(CC(C)C)N=2)C=CC=1F.N1(C(OC(C)(C)C)=O)CCNCC1. No catalyst specified. The product is [C:1]([O:5][C:6]([N:8]1[CH2:9][CH2:10][N:11]([C:14]2[C:15](=[O:33])[N:16]([CH2:29][CH:30]([CH3:32])[CH3:31])[N:17]=[C:18]([C:21]3[CH:26]=[CH:25][C:24]([F:34])=[C:23]([F:28])[CH:22]=3)[C:19]=2[CH3:20])[CH2:12][CH2:13]1)=[O:7])([CH3:3])([CH3:2])[CH3:4]. The yield is 0.855. (7) The reactants are [Cl:1][C:2]1[CH:21]=[CH:20][C:5]([C:6]([NH:8][C:9]2[CH:14]=[CH:13][CH:12]=[C:11]([CH:15]3OCC[O:16]3)[CH:10]=2)=[O:7])=[CH:4][CH:3]=1.Cl. The catalyst is O1CCOCC1.C(OCC)(=O)C. The product is [Cl:1][C:2]1[CH:21]=[CH:20][C:5]([C:6]([NH:8][C:9]2[CH:14]=[CH:13][CH:12]=[C:11]([CH:15]=[O:16])[CH:10]=2)=[O:7])=[CH:4][CH:3]=1. The yield is 0.840. (8) The reactants are [Cl-].[Al+3].[Cl-].[Cl-].[NH:5]1[C:13]2[C:8](=[CH:9][CH:10]=[CH:11][CH:12]=2)[CH2:7][C:6]1=[O:14].[C:15](Cl)(=[O:19])[CH2:16][CH2:17][CH3:18]. The catalyst is ClCCCl. The product is [C:15]([C:10]1[CH:9]=[C:8]2[C:13](=[CH:12][CH:11]=1)[NH:5][C:6](=[O:14])[CH2:7]2)(=[O:19])[CH2:16][CH2:17][CH3:18]. The yield is 0.250.